The task is: Predict the reaction yield, written as a fraction of the theoretical maximum amount of product (1.0 means a 100% yield; for example, 0.34 means a 34% yield).. This data is from Reaction yield outcomes from USPTO patents with 853,638 reactions. The catalyst is C1COCC1. The yield is 0.620. The product is [CH3:16][C:3]1[CH:4]=[C:5]([CH2:8][C:9]([O:11][C:12]([CH3:13])([CH3:15])[CH3:14])=[O:10])[CH:6]=[CH:7][C:2]=1[NH:1][C:33]([NH:32][C:27]1[CH:28]=[CH:29][CH:30]=[CH:31][C:26]=1[C:25]([F:24])([F:35])[F:36])=[O:34]. The reactants are [NH2:1][C:2]1[CH:7]=[CH:6][C:5]([CH2:8][C:9]([O:11][C:12]([CH3:15])([CH3:14])[CH3:13])=[O:10])=[CH:4][C:3]=1[CH3:16].CCN(CC)CC.[F:24][C:25]([F:36])([F:35])[C:26]1[CH:31]=[CH:30][CH:29]=[CH:28][C:27]=1[N:32]=[C:33]=[O:34].